Dataset: Forward reaction prediction with 1.9M reactions from USPTO patents (1976-2016). Task: Predict the product of the given reaction. (1) The product is: [C:1]([O:5][C:6]([N:8]1[CH2:13][CH2:12][CH:11]([NH:19][C:18]2[CH:20]=[CH:21][CH:22]=[C:23]([O:24][CH3:25])[C:17]=2[O:16][CH3:15])[CH2:10][CH2:9]1)=[O:7])([CH3:4])([CH3:3])[CH3:2]. Given the reactants [C:1]([O:5][C:6]([N:8]1[CH2:13][CH2:12][C:11](=O)[CH2:10][CH2:9]1)=[O:7])([CH3:4])([CH3:3])[CH3:2].[CH3:15][O:16][C:17]1[C:23]([O:24][CH3:25])=[CH:22][CH:21]=[CH:20][C:18]=1[NH2:19], predict the reaction product. (2) Given the reactants [CH3:1][C:2]1[CH:3]=[N:4][CH:5]=[C:6]([CH3:24])[C:7]=1[C:8]1[C:13]([CH3:14])=[CH:12][C:11](OS(C(F)(F)F)(=O)=O)=[CH:10][C:9]=1[CH3:23].C([O-])([O-])=O.[Cs+].[Cs+].[C:31](=[NH:44])([C:38]1[CH:43]=[CH:42][CH:41]=[CH:40][CH:39]=1)[C:32]1[CH:37]=[CH:36][CH:35]=[CH:34][CH:33]=1, predict the reaction product. The product is: [CH3:1][C:2]1[CH:3]=[N:4][CH:5]=[C:6]([CH3:24])[C:7]=1[C:8]1[C:13]([CH3:14])=[CH:12][C:11]([N:44]=[C:31]([C:32]2[CH:37]=[CH:36][CH:35]=[CH:34][CH:33]=2)[C:38]2[CH:43]=[CH:42][CH:41]=[CH:40][CH:39]=2)=[CH:10][C:9]=1[CH3:23]. (3) Given the reactants Br[C:2]1[S:3][C:4]2[N:5]3[C:9]([C:10]([NH:14][CH2:15][CH2:16][NH:17][C:18]([O:20][C:21]([CH3:24])([CH3:23])[CH3:22])=[O:19])=[N:11][C:12]=2[CH:13]=1)=[N:8][CH:7]=[C:6]3[CH3:25].C(N(CC)CC)C.[CH3:33][C:34](C)([C:36]#[CH:37])C.CN(C)[CH:41]=[O:42], predict the reaction product. The product is: [OH:42][CH:41]([C:2]1[S:3][C:4]2[N:5]3[C:9]([C:10]([NH:14][CH2:15][CH2:16][NH:17][C:18]([O:20][C:21]([CH3:24])([CH3:23])[CH3:22])=[O:19])=[N:11][C:12]=2[CH:13]=1)=[N:8][CH:7]=[C:6]3[CH3:25])[CH2:37][CH2:36][C:34]#[CH:33]. (4) Given the reactants [S:1]1[CH:5]=[CH:4][C:3]2[C:6](=[O:9])[CH2:7][CH2:8][C:2]1=2.[H-].[Na+].C1([O:18][C:19](=O)[C:20]2[CH:25]=[CH:24][CH:23]=[CH:22][CH:21]=2)C=CC=CC=1.Cl, predict the reaction product. The product is: [C:19]([CH:7]1[CH2:8][C:2]2[S:1][CH:5]=[CH:4][C:3]=2[C:6]1=[O:9])(=[O:18])[C:20]1[CH:25]=[CH:24][CH:23]=[CH:22][CH:21]=1. (5) Given the reactants [Br:1][C:2]1[CH:7]=[CH:6][CH:5]=[C:4]([CH2:8]Br)[N:3]=1.[C-:10]#[N:11].[Na+], predict the reaction product. The product is: [Br:1][C:2]1[N:3]=[C:4]([CH2:8][C:10]#[N:11])[CH:5]=[CH:6][CH:7]=1.